From a dataset of Forward reaction prediction with 1.9M reactions from USPTO patents (1976-2016). Predict the product of the given reaction. (1) Given the reactants Cl.Cl.[C:3]([C:7]1[CH:12]=[CH:11][CH:10]=[CH:9][C:8]=1[N:13]1[CH2:18][CH2:17][NH:16][CH2:15][CH2:14]1)([CH3:6])([CH3:5])[CH3:4].[CH2:19]([O:26][C:27]1[CH:32]=[CH:31][C:30]([N:33]=[C:34]=[O:35])=[CH:29][CH:28]=1)[C:20]1[CH:25]=[CH:24][CH:23]=[CH:22][CH:21]=1.C(N(CC)CC)C.C([O-])(O)=O.[Na+], predict the reaction product. The product is: [CH2:19]([O:26][C:27]1[CH:32]=[CH:31][C:30]([NH:33][C:34]([N:16]2[CH2:17][CH2:18][N:13]([C:8]3[CH:9]=[CH:10][CH:11]=[CH:12][C:7]=3[C:3]([CH3:6])([CH3:4])[CH3:5])[CH2:14][CH2:15]2)=[O:35])=[CH:29][CH:28]=1)[C:20]1[CH:21]=[CH:22][CH:23]=[CH:24][CH:25]=1. (2) Given the reactants [H-].[Li+].[Al+3].[H-].[H-].[H-].[CH2:7]([O:11][C:12]1[N:20]=[C:19]2[C:15]([N:16]=[CH:17][N:18]2[CH2:21][CH2:22][C:23]2[CH:28]=[CH:27][CH:26]=[C:25]([C:29](OC)=[O:30])[CH:24]=2)=[C:14]([NH2:33])[N:13]=1)[CH2:8][CH2:9][CH3:10].O.[OH-].[Na+], predict the reaction product. The product is: [CH2:7]([O:11][C:12]1[N:20]=[C:19]2[C:15]([N:16]=[CH:17][N:18]2[CH2:21][CH2:22][C:23]2[CH:28]=[CH:27][CH:26]=[C:25]([CH2:29][OH:30])[CH:24]=2)=[C:14]([NH2:33])[N:13]=1)[CH2:8][CH2:9][CH3:10]. (3) Given the reactants [F:1][C:2]1[CH:7]=[CH:6][C:5]([C:8]([C:10]2[N:19]=[C:18]([NH:20][C:21]3[CH2:25][C:24]([CH3:26])=[N:23][N:22]=3)[C:17]3[C:12](=[CH:13][CH:14]=[CH:15][CH:16]=3)[N:11]=2)=[O:9])=[CH:4][CH:3]=1.CC([O-])(C)C.[K+].CC(O)(C)C.[H][H], predict the reaction product. The product is: [F:1][C:2]1[CH:7]=[CH:6][C:5]([C@@H:8]([C:10]2[N:19]=[C:18]([NH:20][C:21]3[CH:25]=[C:24]([CH3:26])[NH:23][N:22]=3)[C:17]3[C:12](=[CH:13][CH:14]=[CH:15][CH:16]=3)[N:11]=2)[OH:9])=[CH:4][CH:3]=1. (4) Given the reactants [O:1]1[C:5]2([CH2:10][CH2:9][NH:8][CH2:7][CH2:6]2)[O:4][CH2:3][CH2:2]1.[F:11][C:12]([F:29])([F:28])[C:13]1[CH:14]=[C:15]([C:19](=O)[CH2:20]C2C=CC=CC=2)[CH:16]=[CH:17][CH:18]=1.[C-:30]#[N:31].C([Al+]CC)C, predict the reaction product. The product is: [O:1]1[C:5]2([CH2:10][CH2:9][N:8]([C:19]([C:15]3[CH:16]=[CH:17][CH:18]=[C:13]([C:12]([F:11])([F:28])[F:29])[CH:14]=3)([CH3:20])[C:30]#[N:31])[CH2:7][CH2:6]2)[O:4][CH2:3][CH2:2]1. (5) Given the reactants [OH:1][C:2]1[C:9]([N+:10]([O-:12])=[O:11])=[CH:8][C:5]([C:6]#[N:7])=[CH:4][C:3]=1I.C(=O)([O-])[O-].[K+].[K+].[C:20](B(O)O)([CH3:22])=[CH2:21], predict the reaction product. The product is: [OH:1][C:2]1[C:3](/[CH:21]=[CH:20]/[CH3:22])=[CH:4][C:5]([C:6]#[N:7])=[CH:8][C:9]=1[N+:10]([O-:12])=[O:11].